From a dataset of Drug-target binding data from BindingDB using IC50 measurements. Regression. Given a target protein amino acid sequence and a drug SMILES string, predict the binding affinity score between them. We predict pIC50 (pIC50 = -log10(IC50 in M); higher means more potent). Dataset: bindingdb_ic50. (1) The compound is Cc1cc(Cl)c(NC(=O)N(Cc2ccc(Oc3ccc(F)cc3)cc2)C2CCCCCC2)c(Cl)n1. The target protein sequence is PLFLKEVGSHFDDFVTNLIEKSASLDNGGCALTTFSILKEMKNNHRAKDLRAPPEQGKIFVARRSLLDELFEVDHIRTIYHMFIALLILFILSTLVVDYIDEGRLVLEFNLLSYAFGKLPTVVWTWWTMFLSTLSIPYFLFQHWANGYSKSSHPLMYSLFHGLLFMVFQLGILGFGPTYIVLAYTLPPASRFIVILEQIRLIMKAHSFVRENVPRVLNSAKEKSSTVPIPTVNQYLYFLFAPTLIYRDSYPRTPTVRWGYVAMQFAQVFGCLFYVYYIFERLCAPLFRNIKQEPFSARVLVLCIF. The pIC50 is 7.8. (2) The small molecule is NCCC(O)(P(=O)(O)O)P(=O)(O)O. The target protein (P14324) has sequence MPLSRWLRSVGVFLLPAPYWAPRERWLGSLRRPSLVHGYPVLAWHSARCWCQAWTEEPRALCSSLRMNGDQNSDVYAQEKQDFVQHFSQIVRVLTEDEMGHPEIGDAIARLKEVLEYNAIGGKYNRGLTVVVAFRELVEPRKQDADSLQRAWTVGWCVELLQAFFLVADDIMDSSLTRRGQICWYQKPGVGLDAINDANLLEACIYRLLKLYCREQPYYLNLIELFLQSSYQTEIGQTLDLLTAPQGNVDLVRFTEKRYKSIVKYKTAFYSFYLPIAAAMYMAGIDGEKEHANAKKILLEMGEFFQIQDDYLDLFGDPSVTGKIGTDIQDNKCSWLVVQCLQRATPEQYQILKENYGQKEAEKVARVKALYEELDLPAVFLQYEEDSYSHIMALIEQYAAPLPPAVFLGLARKIYKRRK. The pIC50 is 6.5. (3) The compound is O=C(O)CCCOc1ccccc1NC(=O)/C=C(/c1ccc2c(ccn2C(c2ccc(F)cc2)c2ccc(F)cc2)c1)C1CC1. The target protein (P24008) has sequence MVPLMELDELCLLDMLVYLEGFMAFVSIVGLRSVGSPYGRYSPQWPGIRVPARPAWFIQELPSMAWPLYEYIRPAAARLGNLPNRVLLAMFLIHYVQRTLVFPVLIRGGKPTLLVTFVLAFLFCTFNGYVQSRYLSQFAVYAEDWVTHPCFLTGFALWLVGMVINIHSDHILRNLRKPGETGYKIPRGGLFEYVSAANYFGELVEWCGFALASWSLQGVVFALFTLSTLLTRAKQHHQWYHEKFEDYPKSRKILIPFVL. The pIC50 is 5.5.